This data is from Full USPTO retrosynthesis dataset with 1.9M reactions from patents (1976-2016). The task is: Predict the reactants needed to synthesize the given product. Given the product [OH:1][C:2]1([C:26]2[CH:31]=[CH:30][CH:29]=[CH:28][CH:27]=2)[CH2:7][C@H:6]([C:8]([O:10][CH3:11])=[O:9])[C@@H:5]([C:12]([N:14]2[CH2:19][CH2:18][N:17]([C:20]3[CH:25]=[CH:24][CH:23]=[CH:22][CH:21]=3)[CH2:16][CH2:15]2)=[O:13])[CH2:4][CH2:3]1, predict the reactants needed to synthesize it. The reactants are: [O:1]=[C:2]1[CH2:7][C@H:6]([C:8]([O:10][CH3:11])=[O:9])[C@@H:5]([C:12]([N:14]2[CH2:19][CH2:18][N:17]([C:20]3[CH:25]=[CH:24][CH:23]=[CH:22][CH:21]=3)[CH2:16][CH2:15]2)=[O:13])[CH2:4][CH2:3]1.[C:26]1([Mg]Br)[CH:31]=[CH:30][CH:29]=[CH:28][CH:27]=1.